Predict the product of the given reaction. From a dataset of Forward reaction prediction with 1.9M reactions from USPTO patents (1976-2016). (1) The product is: [CH3:30][O:1][C:2]1[CH:7]=[CH:6][CH:5]=[CH:4][C:3]=1[C:8]1[C:9]([C:21]([N:23]2[CH2:27][CH2:26][CH2:25][CH2:24]2)=[O:22])=[C:10]2[C:15](=[CH:16][CH:17]=1)[NH:14][C:13]([CH3:19])([CH3:18])[CH:12]=[C:11]2[CH3:20]. Given the reactants [OH:1][C:2]1[CH:7]=[CH:6][CH:5]=[CH:4][C:3]=1[C:8]1[C:9]([C:21]([N:23]2[CH2:27][CH2:26][CH2:25][CH2:24]2)=[O:22])=[C:10]2[C:15](=[CH:16][CH:17]=1)[NH:14][C:13]([CH3:19])([CH3:18])[CH:12]=[C:11]2[CH3:20].CI.[C:30](=O)([O-])[O-].[K+].[K+], predict the reaction product. (2) Given the reactants [C:1]([CH:4]1[CH2:8][CH2:7][N:6]([C:9]([O:11][C:12]([CH3:15])([CH3:14])[CH3:13])=[O:10])[CH2:5]1)(=[S:3])[NH2:2].Cl[CH:17]([CH:20]=O)[CH:18]=[O:19].C(=O)([O-])[O-].[Mg+2], predict the reaction product. The product is: [CH:18]([C:17]1[S:3][C:1]([CH:4]2[CH2:8][CH2:7][N:6]([C:9]([O:11][C:12]([CH3:15])([CH3:14])[CH3:13])=[O:10])[CH2:5]2)=[N:2][CH:20]=1)=[O:19]. (3) Given the reactants [OH:1][C:2]1[CH:3]=[C:4]2[C:9](=[CH:10][CH:11]=1)[C:8]([C:12]([OH:14])=O)=[CH:7][CH:6]=[CH:5]2.[C:15]([O:19][C:20](=[O:37])[C@H:21]([NH:23][CH2:24][C:25]1[CH:26]=[C:27]([C:30]([O:32][C:33]([CH3:36])([CH3:35])[CH3:34])=[O:31])[S:28][CH:29]=1)[CH3:22])([CH3:18])([CH3:17])[CH3:16].F[P-](F)(F)(F)(F)F.N1(OC(N(C)C)=[N+](C)C)C2N=CC=CC=2N=N1.C(N(CC)C(C)C)(C)C, predict the reaction product. The product is: [C:15]([O:19][C:20](=[O:37])[C@H:21]([N:23]([CH2:24][C:25]1[CH:26]=[C:27]([C:30]([O:32][C:33]([CH3:36])([CH3:35])[CH3:34])=[O:31])[S:28][CH:29]=1)[C:12]([C:8]1[C:9]2[C:4](=[CH:3][C:2]([OH:1])=[CH:11][CH:10]=2)[CH:5]=[CH:6][CH:7]=1)=[O:14])[CH3:22])([CH3:18])([CH3:16])[CH3:17]. (4) The product is: [CH2:1]([O:8][C:9]1[CH:14]=[C:13]([O:15][CH2:16][C:17]2[CH:22]=[CH:21][CH:20]=[CH:19][CH:18]=2)[C:12]([CH:23]([CH3:25])[CH3:24])=[CH:11][C:10]=1[C:26]1[O:30][N:29]=[C:28]([C:31]([NH:33][CH2:34][CH3:35])=[O:32])[C:27]=1[C:36]1[N:37]=[C:40]([CH:41]([CH3:43])[CH3:42])[O:39][N:38]=1)[C:2]1[CH:7]=[CH:6][CH:5]=[CH:4][CH:3]=1. Given the reactants [CH2:1]([O:8][C:9]1[CH:14]=[C:13]([O:15][CH2:16][C:17]2[CH:22]=[CH:21][CH:20]=[CH:19][CH:18]=2)[C:12]([CH:23]([CH3:25])[CH3:24])=[CH:11][C:10]=1[C:26]1[O:30][N:29]=[C:28]([C:31]([NH:33][CH2:34][CH3:35])=[O:32])[C:27]=1[C:36](=[N:38][OH:39])[NH2:37])[C:2]1[CH:7]=[CH:6][CH:5]=[CH:4][CH:3]=1.[C:40](Cl)(=O)[CH:41]([CH3:43])[CH3:42], predict the reaction product.